From a dataset of Reaction yield outcomes from USPTO patents with 853,638 reactions. Predict the reaction yield, written as a fraction of the theoretical maximum amount of product (1.0 means a 100% yield; for example, 0.34 means a 34% yield). (1) The reactants are [CH:1]1([C:5]2[C:14]3[C:9](=[CH:10][CH:11]=[CH:12][CH:13]=3)[N:8]=[CH:7][CH:6]=2)[CH2:4][CH2:3][CH2:2]1.[Br:15][CH2:16][C:17]1[CH:22]=[CH:21][CH:20]=[CH:19][CH:18]=1. The catalyst is C1(C)C=CC=CC=1. The product is [Br-:15].[CH2:16]([N+:8]1[C:9]2[C:14](=[CH:13][CH:12]=[CH:11][CH:10]=2)[C:5]([CH:1]2[CH2:2][CH2:3][CH2:4]2)=[CH:6][CH:7]=1)[C:17]1[CH:22]=[CH:21][CH:20]=[CH:19][CH:18]=1. The yield is 0.130. (2) The reactants are Cl[CH2:2][C:3]1[N:4]=[CH:5][N:6]([C:8]2[CH:13]=[CH:12][C:11]([Cl:14])=[C:10]([Cl:15])[CH:9]=2)[CH:7]=1.[NH:16]1[CH:20]=[CH:19][N:18]=[C:17]1[CH:21]=[O:22].C(=O)([O-])[O-].[Cs+].[Cs+]. The catalyst is CN(C=O)C. The product is [Cl:15][C:10]1[CH:9]=[C:8]([N:6]2[CH:7]=[C:3]([CH2:2][N:16]3[CH:20]=[CH:19][N:18]=[C:17]3[CH:21]=[O:22])[N:4]=[CH:5]2)[CH:13]=[CH:12][C:11]=1[Cl:14]. The yield is 0.610. (3) The reactants are C1C=CC(P(C2C=CC=CC=2)C2C=CC=CC=2)=CC=1.[C:20]([Br:24])(Br)(Br)[Br:21].[CH3:25][O:26][C:27]1[CH:61]=[C:60]([O:62][CH3:63])[CH:59]=[CH:58][C:28]=1[CH2:29][N:30]1[C@H:33]([CH2:34][CH:35]=O)[C@H:32]([N:37]([CH2:48][C:49]2[CH:54]=[CH:53][C:52]([O:55][CH3:56])=[CH:51][CH:50]=2)[C:38](=[O:47])[O:39][CH2:40][C:41]2[CH:46]=[CH:45][CH:44]=[CH:43][CH:42]=2)[C:31]1=[O:57]. The catalyst is C(Cl)Cl. The yield is 0.820. The product is [Br:21][C:20]([Br:24])=[CH:35][CH2:34][C@@H:33]1[C@H:32]([N:37]([CH2:48][C:49]2[CH:54]=[CH:53][C:52]([O:55][CH3:56])=[CH:51][CH:50]=2)[C:38](=[O:47])[O:39][CH2:40][C:41]2[CH:42]=[CH:43][CH:44]=[CH:45][CH:46]=2)[C:31](=[O:57])[N:30]1[CH2:29][C:28]1[CH:58]=[CH:59][C:60]([O:62][CH3:63])=[CH:61][C:27]=1[O:26][CH3:25]. (4) The reactants are BrCCBr.C[Si](Cl)(C)C.[CH3:10][O:11][C:12](=[O:22])/[C:13](/I)=[CH:14]\[CH:15]1[CH2:20][CH2:19][CH2:18][CH2:17][CH2:16]1.C1(P(C2C=CC=CC=2)C2C=CC=CC=2)C=CC=CC=1.Br[C:43]1[CH:48]=[CH:47][C:46]([S:49]([CH3:52])(=[O:51])=[O:50])=[C:45]([C:53]([F:56])([F:55])[F:54])[CH:44]=1.[Cl-].[NH4+]. The catalyst is O1CCCC1.[Zn].C1C=CC(/C=C/C(/C=C/C2C=CC=CC=2)=O)=CC=1.C1C=CC(/C=C/C(/C=C/C2C=CC=CC=2)=O)=CC=1.[Pd]. The product is [CH3:10][O:11][C:12](=[O:22])/[C:13](/[C:43]1[CH:48]=[CH:47][C:46]([S:49]([CH3:52])(=[O:50])=[O:51])=[C:45]([C:53]([F:55])([F:56])[F:54])[CH:44]=1)=[CH:14]/[CH:15]1[CH2:20][CH2:19][CH2:18][CH2:17][CH2:16]1. The yield is 0.990. (5) The reactants are C([O:3][C:4](=O)[CH2:5][N:6]1[C:10]([CH2:11][CH3:12])=[C:9]([CH2:13][C:14]2[CH:22]=[C:21]([CH3:23])[C:20]([O:24][CH3:25])=[C:19]3[C:15]=2[CH2:16][CH2:17][CH2:18]3)[C:8]([CH2:26][CH3:27])=[N:7]1)C.O.[NH2:30][NH2:31]. The yield is 0.914. The product is [CH2:26]([C:8]1[C:9]([CH2:13][C:14]2[CH:22]=[C:21]([CH3:23])[C:20]([O:24][CH3:25])=[C:19]3[C:15]=2[CH2:16][CH2:17][CH2:18]3)=[C:10]([CH2:11][CH3:12])[N:6]([CH2:5][C:4]([NH:30][NH2:31])=[O:3])[N:7]=1)[CH3:27]. The catalyst is O. (6) The reactants are C(OC(=O)[NH:7][CH2:8][C:9]1[CH:14]=[C:13]([Cl:15])[CH:12]=[CH:11][C:10]=1[O:16][CH2:17][C:18](=[O:20])[NH2:19])(C)(C)C.C(O)(C(F)(F)F)=O. The catalyst is C(Cl)Cl. The product is [Cl:15][C:13]1[CH:12]=[CH:11][C:10]([O:16][CH2:17][C:18]([NH2:19])=[O:20])=[C:9]([CH:14]=1)[CH2:8][NH2:7]. The yield is 0.960. (7) The reactants are [C:1]([O:5][C:6]([NH:8][C@H:9]1[CH2:13][CH2:12][C@@:11]([CH2:17][CH3:18])([C:14]([OH:16])=O)[CH2:10]1)=[O:7])([CH3:4])([CH3:3])[CH3:2].Cl.Cl.[F:21][C:22]([F:36])([F:35])[C:23]1[CH:28]=[CH:27][N:26]=[C:25]([N:29]2[CH2:34][CH2:33][NH:32][CH2:31][CH2:30]2)[CH:24]=1.C(N(CC)CC)C.F[P-](F)(F)(F)(F)F.N1(OC(N(C)C)=[N+](C)C)C2C=CC=CC=2N=N1. The catalyst is CN(C=O)C. The product is [CH2:17]([C@@:11]1([C:14]([N:32]2[CH2:33][CH2:34][N:29]([C:25]3[CH:24]=[C:23]([C:22]([F:36])([F:21])[F:35])[CH:28]=[CH:27][N:26]=3)[CH2:30][CH2:31]2)=[O:16])[CH2:12][CH2:13][C@H:9]([NH:8][C:6](=[O:7])[O:5][C:1]([CH3:2])([CH3:3])[CH3:4])[CH2:10]1)[CH3:18]. The yield is 0.729.